This data is from Forward reaction prediction with 1.9M reactions from USPTO patents (1976-2016). The task is: Predict the product of the given reaction. (1) Given the reactants C[O:2][C:3](=[O:37])[CH2:4][O:5][C:6]1[CH:11]=[CH:10][C:9]([N:12]([C:34](=[O:36])[CH3:35])[C@H:13]2[C:22]3[C:17](=[CH:18][CH:19]=[CH:20][CH:21]=3)[N:16]([C:23](=[O:32])[C:24]3[CH:29]=[CH:28][C:27]([O:30][CH3:31])=[CH:26][CH:25]=3)[C@@H:15]([CH3:33])[CH2:14]2)=[CH:8][CH:7]=1.[OH-].[Na+].Cl, predict the reaction product. The product is: [C:34]([N:12]([C@H:13]1[C:22]2[C:17](=[CH:18][CH:19]=[CH:20][CH:21]=2)[N:16]([C:23](=[O:32])[C:24]2[CH:29]=[CH:28][C:27]([O:30][CH3:31])=[CH:26][CH:25]=2)[C@@H:15]([CH3:33])[CH2:14]1)[C:9]1[CH:8]=[CH:7][C:6]([O:5][CH2:4][C:3]([OH:37])=[O:2])=[CH:11][CH:10]=1)(=[O:36])[CH3:35]. (2) Given the reactants Cl.[Cl:2][C:3]1[N:4]=[C:5]([C:10]([NH:12][C@H:13]2[CH2:18][CH2:17][NH:16][CH2:15][C@H:14]2[O:19][CH:20]([CH3:22])[CH3:21])=[O:11])[NH:6][C:7]=1[CH2:8][CH3:9].C(N(C(C)C)CC)(C)C.Cl[C:33]1[S:34][C:35]([C:45]([O:47][CH2:48][CH3:49])=[O:46])=[C:36]([C:38](=[O:44])[NH:39][CH2:40][CH2:41][O:42][CH3:43])[N:37]=1, predict the reaction product. The product is: [Cl:2][C:3]1[N:4]=[C:5]([C:10]([NH:12][C@H:13]2[CH2:18][CH2:17][N:16]([C:33]3[S:34][C:35]([C:45]([O:47][CH2:48][CH3:49])=[O:46])=[C:36]([C:38](=[O:44])[NH:39][CH2:40][CH2:41][O:42][CH3:43])[N:37]=3)[CH2:15][C@H:14]2[O:19][CH:20]([CH3:21])[CH3:22])=[O:11])[NH:6][C:7]=1[CH2:8][CH3:9]. (3) Given the reactants [CH2:1]([O:3][CH:4]([O:19][CH2:20][CH3:21])[C@@H:5]([NH:7][CH2:8][C:9]1[CH:10]=[CH:11][CH:12]=[C:13]2[C:18]=1[N:17]=[CH:16][CH:15]=[CH:14]2)[CH3:6])[CH3:2].[NH:22]([C:50]([O:52][CH2:53][CH:54]1[C:66]2[C:61](=[CH:62][CH:63]=[CH:64][CH:65]=2)[C:60]2[C:55]1=[CH:56][CH:57]=[CH:58][CH:59]=2)=[O:51])[C@H:23]([C:47](O)=[O:48])[CH2:24][C:25](=[O:46])[NH:26][C:27]([C:40]1[CH:45]=[CH:44][CH:43]=[CH:42][CH:41]=1)([C:34]1[CH:39]=[CH:38][CH:37]=[CH:36][CH:35]=1)[C:28]1[CH:33]=[CH:32][CH:31]=[CH:30][CH:29]=1.CN(C(ON1N=NC2C=CC=NC1=2)=[N+](C)C)C.F[P-](F)(F)(F)(F)F.CCN(C(C)C)C(C)C, predict the reaction product. The product is: [CH2:1]([O:3][CH:4]([O:19][CH2:20][CH3:21])[C@@H:5]([N:7]([CH2:8][C:9]1[CH:10]=[CH:11][CH:12]=[C:13]2[C:18]=1[N:17]=[CH:16][CH:15]=[CH:14]2)[C:47](=[O:48])[C@@H:23]([NH:22][C:50](=[O:51])[O:52][CH2:53][CH:54]1[C:66]2[CH:65]=[CH:64][CH:63]=[CH:62][C:61]=2[C:60]2[C:55]1=[CH:56][CH:57]=[CH:58][CH:59]=2)[CH2:24][C:25](=[O:46])[NH:26][C:27]([C:34]1[CH:39]=[CH:38][CH:37]=[CH:36][CH:35]=1)([C:40]1[CH:45]=[CH:44][CH:43]=[CH:42][CH:41]=1)[C:28]1[CH:33]=[CH:32][CH:31]=[CH:30][CH:29]=1)[CH3:6])[CH3:2]. (4) Given the reactants Br[C:2]1[C:7]([NH2:8])=[CH:6][CH:5]=[C:4]([CH:9]2[CH2:14][C:13]([CH3:16])([CH3:15])[O:12][C:11]([CH3:18])([CH3:17])[CH2:10]2)[N:3]=1.C([O-])([O-])=O.[Na+].[Na+].[Li+].[Cl-].[CH3:27][C:28]1([CH3:43])[CH2:33][CH2:32][C:31](B2OC(C)(C)C(C)(C)O2)=[CH:30][CH2:29]1, predict the reaction product. The product is: [CH3:27][C:28]1([CH3:43])[CH2:33][CH2:32][C:31]([C:2]2[C:7]([NH2:8])=[CH:6][CH:5]=[C:4]([CH:9]3[CH2:14][C:13]([CH3:16])([CH3:15])[O:12][C:11]([CH3:18])([CH3:17])[CH2:10]3)[N:3]=2)=[CH:30][CH2:29]1. (5) Given the reactants [C:1]([O:5][C:6]([N:8]([C:22]([O:24][C:25]([CH3:28])([CH3:27])[CH3:26])=[O:23])[C@H:9]([C:14]([O:16][CH:17]1[CH2:21][CH2:20][CH2:19][CH2:18]1)=[O:15])[CH2:10][CH2:11][CH2:12][OH:13])=[O:7])([CH3:4])([CH3:3])[CH3:2].C1CCN2C(=NCCC2)CC1.[CH3:40][C:41]([Si:44](Cl)([CH3:46])[CH3:45])([CH3:43])[CH3:42], predict the reaction product. The product is: [C:1]([O:5][C:6]([N:8]([C:22]([O:24][C:25]([CH3:28])([CH3:27])[CH3:26])=[O:23])[C@H:9]([C:14]([O:16][CH:17]1[CH2:18][CH2:19][CH2:20][CH2:21]1)=[O:15])[CH2:10][CH2:11][CH2:12][O:13][Si:44]([C:41]([CH3:43])([CH3:42])[CH3:40])([CH3:46])[CH3:45])=[O:7])([CH3:4])([CH3:3])[CH3:2]. (6) Given the reactants [C:1]([C:3]1[C:8]([C:9]([C:17]2[CH:22]=[CH:21][CH:20]=[C:19]([O:23][CH3:24])[CH:18]=2)=[N:10]S(C(C)(C)C)=O)=[CH:7][CH:6]=[CH:5][N:4]=1)#[N:2].I[C:26]1[CH:31]=[CH:30][N:29]=[CH:28][CH:27]=1.C([Li])(C)(C)C.Cl, predict the reaction product. The product is: [CH3:24][O:23][C:19]1[CH:18]=[C:17]([C:9]2([C:26]3[CH:31]=[CH:30][N:29]=[CH:28][CH:27]=3)[C:8]3[C:3](=[N:4][CH:5]=[CH:6][CH:7]=3)[C:1]([NH2:2])=[N:10]2)[CH:22]=[CH:21][CH:20]=1. (7) Given the reactants [NH2:1][C:2]1[CH:11]=[CH:10][C:5]([C:6]([O:8][CH3:9])=[O:7])=[CH:4][CH:3]=1.[CH2:12]([C:19]1[CH:27]=[CH:26][C:22]([C:23](Cl)=[O:24])=[CH:21][CH:20]=1)[CH2:13][CH2:14][CH2:15][CH2:16][CH2:17][CH3:18], predict the reaction product. The product is: [CH2:12]([C:19]1[CH:20]=[CH:21][C:22]([C:23]([NH:1][C:2]2[CH:3]=[CH:4][C:5]([C:6]([O:8][CH3:9])=[O:7])=[CH:10][CH:11]=2)=[O:24])=[CH:26][CH:27]=1)[CH2:13][CH2:14][CH2:15][CH2:16][CH2:17][CH3:18].